The task is: Predict the product of the given reaction.. This data is from Forward reaction prediction with 1.9M reactions from USPTO patents (1976-2016). Given the reactants [CH2:1]([C@H:8]([CH2:12][C:13]([O:15]C(C)(C)C)=[O:14])[C:9]([OH:11])=O)[C:2]1[CH:7]=[CH:6][CH:5]=[CH:4][CH:3]=1.[C:20]1([C:33]2[CH:38]=[CH:37][CH:36]=[CH:35][CH:34]=2)[CH:25]=[CH:24][CH:23]=[CH:22][C:21]=1[C:26]1[N:27]=[C:28]([NH:31][CH3:32])[S:29][CH:30]=1.C1(B(O)O)C=CC=CC=1, predict the reaction product. The product is: [C:20]1([C:33]2[CH:34]=[CH:35][CH:36]=[CH:37][CH:38]=2)[CH:25]=[CH:24][CH:23]=[CH:22][C:21]=1[C:26]1[N:27]=[C:28]([N:31]([CH3:32])[C:9](=[O:11])[C@H:8]([CH2:1][C:2]2[CH:3]=[CH:4][CH:5]=[CH:6][CH:7]=2)[CH2:12][C:13]([OH:15])=[O:14])[S:29][CH:30]=1.[C:20]1([C:33]2[CH:34]=[CH:35][CH:36]=[CH:37][CH:38]=2)[CH:25]=[CH:24][CH:23]=[CH:22][C:21]=1[C:26]1[N:27]=[C:28]([NH:31][CH3:32])[S:29][CH:30]=1.